Task: Predict the product of the given reaction.. Dataset: Forward reaction prediction with 1.9M reactions from USPTO patents (1976-2016) (1) Given the reactants [C:1]1([C:7]2[O:11][N:10]=[CH:9][C:8]=2[CH2:12][CH2:13][C:14]([OH:16])=O)[CH:6]=[CH:5][CH:4]=[CH:3][CH:2]=1.[CH2:17]([N:19](CC)CC)[CH3:18].C(Cl)(=O)OCC.C(N)C, predict the reaction product. The product is: [CH2:17]([NH:19][C:14](=[O:16])[CH2:13][CH2:12][C:8]1[CH:9]=[N:10][O:11][C:7]=1[C:1]1[CH:2]=[CH:3][CH:4]=[CH:5][CH:6]=1)[CH3:18]. (2) Given the reactants [CH2:1]([N:8]([C@H:18]1[CH2:22][O:21][C@@H:20]2[C@@H:23]([C:26]#[N:27])[CH2:24][O:25][C@H:19]12)[C:9]([NH:11][CH:12]1[CH2:17][CH2:16][CH2:15][CH2:14][CH2:13]1)=[O:10])[C:2]1[CH:7]=[CH:6][CH:5]=[CH:4][CH:3]=1.Cl.[H][H], predict the reaction product. The product is: [NH2:27][CH2:26][C@@H:23]1[C@H:20]2[O:21][CH2:22][C@H:18]([N:8]([CH2:1][C:2]3[CH:3]=[CH:4][CH:5]=[CH:6][CH:7]=3)[C:9]([NH:11][CH:12]3[CH2:13][CH2:14][CH2:15][CH2:16][CH2:17]3)=[O:10])[C@H:19]2[O:25][CH2:24]1.[NH2:27][CH2:26][C@@H:23]1[C@H:20]2[O:21][CH2:22][C@H:18]([NH:8][C:9]([NH:11][CH:12]3[CH2:17][CH2:16][CH2:15][CH2:14][CH2:13]3)=[O:10])[C@H:19]2[O:25][CH2:24]1. (3) Given the reactants [Cl:1][C:2]1[CH:12]=[CH:11][C:10]([C:13]([O:15][CH3:16])=[O:14])=[CH:9][C:3]=1[O:4][CH2:5][C:6]([OH:8])=O.[NH2:17][CH2:18][C@@H:19]([OH:37])[CH2:20][N:21]1[CH2:26][CH2:25][CH:24]([O:27][C:28]2[CH:33]=[CH:32][C:31]([Cl:34])=[C:30]([Cl:35])[C:29]=2[CH3:36])[CH2:23][CH2:22]1, predict the reaction product. The product is: [Cl:1][C:2]1[CH:12]=[CH:11][C:10]([C:13]([O:15][CH3:16])=[O:14])=[CH:9][C:3]=1[O:4][CH2:5][C:6]([NH:17][CH2:18][C@@H:19]([OH:37])[CH2:20][N:21]1[CH2:26][CH2:25][CH:24]([O:27][C:28]2[CH:33]=[CH:32][C:31]([Cl:34])=[C:30]([Cl:35])[C:29]=2[CH3:36])[CH2:23][CH2:22]1)=[O:8]. (4) Given the reactants [N+:1]([C:4]1[CH:5]=[C:6]([CH:10]=[C:11]([C:13]([F:16])([F:15])[F:14])[CH:12]=1)[C:7]([OH:9])=[O:8])([O-:3])=[O:2].S(=O)(=O)(O)O.[C:22](=O)([O-])O.[Na+], predict the reaction product. The product is: [N+:1]([C:4]1[CH:5]=[C:6]([CH:10]=[C:11]([C:13]([F:14])([F:15])[F:16])[CH:12]=1)[C:7]([O:9][CH3:22])=[O:8])([O-:3])=[O:2]. (5) Given the reactants [O:1]=[C:2]([CH2:10][CH2:11][CH3:12])[C:3]([O:5][CH2:6][CH2:7][CH2:8][CH3:9])=[O:4].[Br:13]Br, predict the reaction product. The product is: [Br:13][CH:10]([CH2:11][CH3:12])[C:2](=[O:1])[C:3]([O:5][CH2:6][CH2:7][CH2:8][CH3:9])=[O:4]. (6) The product is: [CH3:18][C:13]1([CH3:19])[C:14]([CH3:17])([CH3:16])[O:15][B:11]([C:2]2[CH:3]=[N:4][CH:5]=[C:6]([CH:10]=2)[C:7]([NH2:9])=[O:8])[O:12]1. Given the reactants Br[C:2]1[CH:3]=[N:4][CH:5]=[C:6]([CH:10]=1)[C:7]([NH2:9])=[O:8].[B:11]1([B:11]2[O:15][C:14]([CH3:17])([CH3:16])[C:13]([CH3:19])([CH3:18])[O:12]2)[O:15][C:14]([CH3:17])([CH3:16])[C:13]([CH3:19])([CH3:18])[O:12]1.CC([O-])=O.[K+], predict the reaction product. (7) Given the reactants [OH:1][C:2]1[CH:3]=[C:4]2[C:9](=[CH:10][CH:11]=1)[C:8]([C:12]([OH:14])=[O:13])=[CH:7][CH:6]=[CH:5]2.OS(O)(=O)=O.[OH-].[Na+].[CH3:22]O, predict the reaction product. The product is: [OH:1][C:2]1[CH:3]=[C:4]2[C:9](=[CH:10][CH:11]=1)[C:8]([C:12]([O:14][CH3:22])=[O:13])=[CH:7][CH:6]=[CH:5]2. (8) Given the reactants [CH3:1][C:2]1[C:8](=[O:9])[C:7]([O:10][CH3:11])=[C:6]([O:12][CH3:13])[C:4](=[O:5])[C:3]=1[CH2:14]/[CH:15]=[C:16](/[CH2:18][CH2:19]/[CH:20]=[C:21](/[CH2:23][CH2:24]/[CH:25]=[C:26](/[CH2:28][CH2:29]/[CH:30]=[C:31](/[CH2:33][CH2:34]/[CH:35]=[C:36](/[CH2:38][CH2:39]/[CH:40]=[C:41](/[CH2:43][CH2:44]/[CH:45]=[C:46](/[CH2:48][CH2:49]/[CH:50]=[C:51](/[CH2:53][CH2:54]/[CH:55]=[C:56](/[CH2:58][CH2:59][CH:60]=[C:61]([CH3:63])[CH3:62])\[CH3:57])\[CH3:52])\[CH3:47])\[CH3:42])\[CH3:37])\[CH3:32])\[CH3:27])\[CH3:22])\[CH3:17], predict the reaction product. The product is: [CH3:1][C:2]1[C:8](=[O:9])[C:7]([O:10][CH3:11])=[C:6]([O:12][CH3:13])[C:4](=[O:5])[C:3]=1[CH2:14]/[CH:15]=[C:16](/[CH2:18][CH2:19]/[CH:20]=[C:21](/[CH2:23][CH2:24]/[CH:25]=[C:26](/[CH2:28][CH2:29]/[CH:30]=[C:31](/[CH2:33][CH2:34]/[CH:35]=[C:36](/[CH2:38][CH2:39]/[CH:40]=[C:41](/[CH2:43][CH2:44]/[CH:45]=[C:46](/[CH2:48][CH2:49]/[CH:50]=[C:51](/[CH2:53][CH2:54]/[CH:55]=[C:56](/[CH2:58][CH2:59][CH:60]=[C:61]([CH3:63])[CH3:62])\[CH3:57])\[CH3:52])\[CH3:47])\[CH3:42])\[CH3:37])\[CH3:32])\[CH3:27])\[CH3:22])\[CH3:17].[OH2:5]. (9) Given the reactants [Br:1][C:2]1[CH:7]=[CH:6][C:5]([C:8]2[CH:13]=[CH:12][C:11]([Cl:14])=[CH:10][CH:9]=2)=[CH:4][C:3]=1I.C([Mg]Br)(C)C.[B:21](OC)([O:24]C)[O:22]C.Cl, predict the reaction product. The product is: [Br:1][C:2]1[CH:7]=[CH:6][C:5]([C:8]2[CH:13]=[CH:12][C:11]([Cl:14])=[CH:10][CH:9]=2)=[CH:4][C:3]=1[B:21]([OH:24])[OH:22].